Dataset: Full USPTO retrosynthesis dataset with 1.9M reactions from patents (1976-2016). Task: Predict the reactants needed to synthesize the given product. (1) Given the product [F:1][C:2]1[CH:26]=[CH:25][C:5]([O:6][C:7]2[CH:8]=[CH:9][C:10]([CH:13]3[C:18]4=[N:19][S:20](=[O:24])(=[O:23])[CH2:21][CH2:22][N:17]4[CH2:16][CH2:15][CH2:14]3)=[CH:11][CH:12]=2)=[CH:4][C:3]=1[CH3:27], predict the reactants needed to synthesize it. The reactants are: [F:1][C:2]1[CH:26]=[CH:25][C:5]([O:6][C:7]2[CH:12]=[CH:11][C:10]([C:13]3[C:18]4=[N:19][S:20](=[O:24])(=[O:23])[CH2:21][CH2:22][N:17]4[CH:16]=[CH:15][CH:14]=3)=[CH:9][CH:8]=2)=[CH:4][C:3]=1[CH3:27]. (2) Given the product [Br:21][C:14]1[N:3]2[CH2:4][CH2:5][N:6]([C:7]([O:9][C:10]([CH3:13])([CH3:12])[CH3:11])=[O:8])[CH2:1][C:2]2=[C:16]([C:17]([O:19][CH3:20])=[O:18])[CH:15]=1, predict the reactants needed to synthesize it. The reactants are: [CH2:1]1[N:6]([C:7]([O:9][C:10]([CH3:13])([CH3:12])[CH3:11])=[O:8])[CH2:5][CH2:4][N:3]2[CH:14]=[CH:15][C:16]([C:17]([O:19][CH3:20])=[O:18])=[C:2]12.[Br:21]N1C(=O)CCC1=O.C(=O)([O-])O.[Na+].S([O-])([O-])(=O)=O.[Na+].[Na+]. (3) Given the product [Br:23][C:5]1[CH:6]=[C:7]2[C:12](=[N:13][C:4]=1[CH:3]([O:2][CH3:1])[O:14][CH3:15])[NH:11][CH2:10][CH2:9][CH2:8]2, predict the reactants needed to synthesize it. The reactants are: [CH3:1][O:2][CH:3]([O:14][CH3:15])[C:4]1[N:13]=[C:12]2[C:7]([CH2:8][CH2:9][CH2:10][NH:11]2)=[CH:6][CH:5]=1.C1C(=O)N([Br:23])C(=O)C1. (4) Given the product [N+:1]([C:4]1[CH:9]=[CH:8][C:7]([N:10]2[CH2:11][CH2:12][CH2:13][CH2:14][CH2:15]2)=[CH:6][C:5]=1[C:16]1[CH:21]=[C:20]([N:22]([CH2:23][C:24]2[CH:29]=[CH:28][CH:27]=[C:26]([C:30]([F:33])([F:32])[F:31])[CH:25]=2)[C:39](=[O:40])[O:38][C:35]([CH3:37])([CH3:36])[CH3:34])[CH:19]=[CH:18][N:17]=1)([O-:3])=[O:2], predict the reactants needed to synthesize it. The reactants are: [N+:1]([C:4]1[CH:9]=[CH:8][C:7]([N:10]2[CH2:15][CH2:14][CH2:13][CH2:12][CH2:11]2)=[CH:6][C:5]=1[C:16]1[CH:21]=[C:20]([NH:22][CH2:23][C:24]2[CH:29]=[CH:28][CH:27]=[C:26]([C:30]([F:33])([F:32])[F:31])[CH:25]=2)[CH:19]=[CH:18][N:17]=1)([O-:3])=[O:2].[CH3:34][C:35]([O:38][C:39](O[C:39]([O:38][C:35]([CH3:37])([CH3:36])[CH3:34])=[O:40])=[O:40])([CH3:37])[CH3:36].